Dataset: Full USPTO retrosynthesis dataset with 1.9M reactions from patents (1976-2016). Task: Predict the reactants needed to synthesize the given product. (1) The reactants are: [O:1]=[CH:2][C:3]1[CH:11]=[CH:10][C:8](O)=[C:5]([O:6][CH3:7])[CH:4]=1.N1C=CC=CC=1.[S:18](O[S:18]([C:21]([F:24])([F:23])[F:22])(=[O:20])=[O:19])([C:21]([F:24])([F:23])[F:22])(=[O:20])=[O:19]. Given the product [CH3:7][O:6][C:5]1[CH:4]=[C:3]([CH:11]=[CH:10][C:8]=1[S:18]([C:21]([F:24])([F:23])[F:22])(=[O:20])=[O:19])[CH:2]=[O:1], predict the reactants needed to synthesize it. (2) Given the product [ClH:22].[CH2:1]([CH:3]([N:6]1[CH2:11][CH2:10][CH:9]([CH2:12][C:13]2[N:14]=[C:20]([C:19]3[CH:23]=[CH:24][C:25]([C:27]([F:28])([F:30])[F:29])=[CH:26][C:18]=3[F:17])[O:16][N:15]=2)[CH2:8][CH2:7]1)[CH2:4][CH3:5])[CH3:2], predict the reactants needed to synthesize it. The reactants are: [CH2:1]([CH:3]([N:6]1[CH2:11][CH2:10][CH:9]([CH2:12][C:13]([NH:15][OH:16])=[NH:14])[CH2:8][CH2:7]1)[CH2:4][CH3:5])[CH3:2].[F:17][C:18]1[CH:26]=[C:25]([C:27]([F:30])([F:29])[F:28])[CH:24]=[CH:23][C:19]=1[C:20]([Cl:22])=O. (3) Given the product [N:1]1([CH2:6][CH2:7][CH2:8][S:9][C:10]2[CH:15]=[CH:14][C:13]([C:16]3([CH2:22][NH2:23])[CH2:17][CH2:18][O:19][CH2:20][CH2:21]3)=[CH:12][CH:11]=2)[CH2:5][CH2:4][CH2:3][CH2:2]1, predict the reactants needed to synthesize it. The reactants are: [N:1]1([CH2:6][CH2:7][CH2:8][S:9][C:10]2[CH:15]=[CH:14][C:13]([C:16]3([C:22]#[N:23])[CH2:21][CH2:20][O:19][CH2:18][CH2:17]3)=[CH:12][CH:11]=2)[CH2:5][CH2:4][CH2:3][CH2:2]1.[H-].[Al+3].[Li+].[H-].[H-].[H-]. (4) Given the product [CH2:1]=[CH2:2].[CH2:7]=[CH:8][CH3:9].[C:1]([O:5][CH3:6])(=[O:4])[CH:2]=[CH2:3], predict the reactants needed to synthesize it. The reactants are: [C:1]([O:5][CH3:6])(=[O:4])[CH:2]=[CH2:3].[CH2:7]=[CH:8][CH3:9].